Dataset: Reaction yield outcomes from USPTO patents with 853,638 reactions. Task: Predict the reaction yield, written as a fraction of the theoretical maximum amount of product (1.0 means a 100% yield; for example, 0.34 means a 34% yield). The reactants are C(N1C=CN=C1)(N1C=CN=C1)=O.[CH:13]1([C@@:19]([OH:29])([C:23]2[CH:28]=[CH:27][CH:26]=[CH:25][CH:24]=2)[C:20]([OH:22])=O)[CH2:18][CH2:17][CH2:16][CH2:15][CH2:14]1.[CH3:30][N:31]([CH2:33][C:34]([NH:36][NH2:37])=[O:35])[CH3:32]. The catalyst is C(Cl)Cl.C(=O)(O)[O-].[Na+]. The product is [CH3:30][N:31]([CH3:32])[CH2:33][C:34]([NH:36][NH:37][C:20](=[O:22])[C@:19]([CH:13]1[CH2:14][CH2:15][CH2:16][CH2:17][CH2:18]1)([OH:29])[C:23]1[CH:28]=[CH:27][CH:26]=[CH:25][CH:24]=1)=[O:35]. The yield is 0.450.